From a dataset of Reaction yield outcomes from USPTO patents with 853,638 reactions. Predict the reaction yield, written as a fraction of the theoretical maximum amount of product (1.0 means a 100% yield; for example, 0.34 means a 34% yield). (1) The reactants are [N:1]1[C:5]2[CH:6]=[CH:7][N:8]=[CH:9][C:4]=2[NH:3][CH:2]=1.Br[C:11]1[CH:16]=[CH:15][C:14]([F:17])=[CH:13][N:12]=1.OC1C=CC=C2C=1N=CC=C2.C([O-])([O-])=O.[Cs+].[Cs+]. The catalyst is CS(C)=O.O.[Cu-]=O. The product is [F:17][C:14]1[CH:15]=[CH:16][C:11]([N:1]2[C:5]3[CH:6]=[CH:7][N:8]=[CH:9][C:4]=3[N:3]=[CH:2]2)=[N:12][CH:13]=1. The yield is 0.250. (2) The reactants are [O:1]1[CH2:6][CH2:5][CH2:4][CH2:3][CH:2]1[O:7][CH2:8][CH2:9][CH2:10][CH2:11][CH2:12][N:13]1[C:26](=[O:27])[C:24]2=[C:25]3[C:20](=[CH:21][CH:22]=[CH:23]2)[C:19](Cl)=[CH:18][CH:17]=[C:16]3[C:14]1=[O:15].[CH3:29][NH:30][CH2:31][CH2:32][NH2:33].C(N(CC)CC)C.C(Cl)(Cl)Cl.CO. The catalyst is COCCO. The product is [O:1]1[CH2:6][CH2:5][CH2:4][CH2:3][CH:2]1[O:7][CH2:8][CH2:9][CH2:10][CH2:11][CH2:12][N:13]1[C:26](=[O:27])[C:24]2=[C:25]3[C:20](=[CH:21][CH:22]=[CH:23]2)[C:19]([NH:33][CH2:32][CH2:31][NH:30][CH3:29])=[CH:18][CH:17]=[C:16]3[C:14]1=[O:15]. The yield is 5.70. (3) The reactants are [CH3:1][O:2][C:3]1[C:12]([N+:13]([O-])=O)=[C:11]2[C:6]([CH:7]=[CH:8][NH:9][C:10]2=[O:16])=[CH:5][CH:4]=1. The catalyst is [Pd].C(O)C. The product is [NH2:13][C:12]1[C:3]([O:2][CH3:1])=[CH:4][CH:5]=[C:6]2[C:11]=1[C:10](=[O:16])[NH:9][CH2:8][CH2:7]2. The yield is 0.920. (4) The reactants are [F:1][C:2]1[CH:3]=[CH:4][C:5]([CH3:12])=[C:6]([S:8](Cl)(=[O:10])=[O:9])[CH:7]=1.[CH3:13][NH:14][CH3:15]. The catalyst is C1COCC1. The product is [F:1][C:2]1[CH:3]=[CH:4][C:5]([CH3:12])=[C:6]([S:8]([N:14]([CH3:15])[CH3:13])(=[O:10])=[O:9])[CH:7]=1. The yield is 0.990. (5) The reactants are [Br:1][CH2:2][CH2:3][O:4][CH3:5].[CH2:6]([P:8]([CH2:11][CH3:12])[CH2:9][CH3:10])[CH3:7].CCCCCC. The catalyst is C1(C)C=CC=CC=1. The product is [Br-:1].[CH2:6]([P+:8]([CH2:11][CH3:12])([CH2:9][CH3:10])[CH2:2][CH2:3][O:4][CH3:5])[CH3:7]. The yield is 0.920. (6) The reactants are [CH2:1]([O:3][CH2:4][N:5]1[C:13]2[C:12](=[O:14])[N:11]([CH2:15][CH2:16][CH2:17][CH2:18][C@H:19]([OH:21])[CH3:20])[C:10](=[O:22])[N:9]([CH3:23])[C:8]=2[N:7]=[C:6]1[SH:24])[CH3:2].Br[CH2:26][CH2:27][Cl:28]. The catalyst is C(#N)C. The product is [CH2:1]([O:3][CH2:4][N:5]1[C:13]2[C:12](=[O:14])[N:11]([CH2:15][CH2:16][CH2:17][CH2:18][C@H:19]([OH:21])[CH3:20])[C:10](=[O:22])[N:9]([CH3:23])[C:8]=2[N:7]=[C:6]1[S:24][CH2:26][CH2:27][Cl:28])[CH3:2]. The yield is 0.670. (7) The reactants are [F-].C([N+](CCCC)(CCCC)CCCC)CCC.[Br:19][C:20]1[C:21]([CH:27]=[O:28])=[N:22][CH:23]=[CH:24][C:25]=1[CH3:26].[F:29][C:30]([Si](C)(C)C)([F:32])[F:31]. The catalyst is C1COCC1.C(OCC)(=O)C. The product is [Br:19][C:20]1[C:21]([CH:27]([OH:28])[C:30]([F:32])([F:31])[F:29])=[N:22][CH:23]=[CH:24][C:25]=1[CH3:26]. The yield is 0.440. (8) The reactants are [CH3:1][O:2][C:3]1[CH:4]=[C:5]([N:11]2[CH2:20][C:19]3[C:14](=[N:15][C:16](S(C)=O)=[N:17][CH:18]=3)[N:13]([CH2:24][CH3:25])[C:12]2=[O:26])[CH:6]=[C:7]([O:9][CH3:10])[CH:8]=1.[CH3:27][N:28]1[CH2:33][CH2:32][N:31]([CH2:34][CH2:35][CH2:36][CH2:37][NH2:38])[CH2:30][CH2:29]1. No catalyst specified. The product is [CH3:1][O:2][C:3]1[CH:4]=[C:5]([N:11]2[CH2:20][C:19]3[C:14](=[N:15][C:16]([NH:38][CH2:37][CH2:36][CH2:35][CH2:34][N:31]4[CH2:30][CH2:29][N:28]([CH3:27])[CH2:33][CH2:32]4)=[N:17][CH:18]=3)[N:13]([CH2:24][CH3:25])[C:12]2=[O:26])[CH:6]=[C:7]([O:9][CH3:10])[CH:8]=1. The yield is 0.410.